This data is from Full USPTO retrosynthesis dataset with 1.9M reactions from patents (1976-2016). The task is: Predict the reactants needed to synthesize the given product. (1) Given the product [CH2:1]([C:5]1[CH:10]=[CH:9][C:8]([NH:11][S:12]([C:15]2[CH:16]=[CH:17][C:18]([CH3:24])=[C:19]([CH:23]=2)[C:20]([N:27]2[CH2:59][CH2:60][N:55]([C:61]([O:63][C:64]([CH3:67])([CH3:66])[CH3:65])=[O:62])[CH2:56][CH2:57]2)=[O:21])(=[O:14])=[O:13])=[CH:7][CH:6]=1)[CH2:2][CH2:3][CH3:4], predict the reactants needed to synthesize it. The reactants are: [CH2:1]([C:5]1[CH:10]=[CH:9][C:8]([NH:11][S:12]([C:15]2[CH:16]=[CH:17][C:18]([CH3:24])=[C:19]([CH:23]=2)[C:20](O)=[O:21])(=[O:14])=[O:13])=[CH:7][CH:6]=1)[CH2:2][CH2:3][CH3:4].CC[N:27]=C=NCCCN(C)C.C1C=CC2N(O)N=NC=2C=1.CCN(C(C)C)C(C)C.[N:55]1([C:61]([O:63][C:64]([CH3:67])([CH3:66])[CH3:65])=[O:62])[CH2:60][CH2:59]C[CH2:57][CH2:56]1.Cl. (2) Given the product [Cl:19][C:15]1[C:14]2[C:9](=[CH:10][CH:11]=[CH:12][CH:13]=2)[N:8]=[C:7]([C:4]2[CH:5]=[CH:6][N:1]=[CH:2][CH:3]=2)[N:16]=1, predict the reactants needed to synthesize it. The reactants are: [N:1]1[CH:6]=[CH:5][C:4]([C:7]2[NH:16][C:15](=O)[C:14]3[C:9](=[CH:10][CH:11]=[CH:12][CH:13]=3)[N:8]=2)=[CH:3][CH:2]=1.P(Cl)(Cl)(Cl)(Cl)[Cl:19].O=P(Cl)(Cl)Cl. (3) Given the product [C:11]([NH:14][C:15]1[S:16][C:17]([CH2:32][C:33]2[CH:34]=[CH:35][C:36]([S:39]([CH3:42])(=[O:40])=[O:41])=[CH:37][CH:38]=2)=[C:18]([CH2:20][CH2:21][C:22]2[CH:23]=[CH:24][C:25]([C:26]([NH:4][C:3]([NH2:5])=[NH:2])=[O:27])=[CH:30][CH:31]=2)[N:19]=1)(=[O:13])[CH3:12], predict the reactants needed to synthesize it. The reactants are: Cl.[NH2:2][C:3]([NH2:5])=[NH:4].CO.C[O-].[Na+].[C:11]([NH:14][C:15]1[S:16][C:17]([CH2:32][C:33]2[CH:38]=[CH:37][C:36]([S:39]([CH3:42])(=[O:41])=[O:40])=[CH:35][CH:34]=2)=[C:18]([CH2:20][CH2:21][C:22]2[CH:31]=[CH:30][C:25]([C:26](OC)=[O:27])=[CH:24][CH:23]=2)[N:19]=1)(=[O:13])[CH3:12]. (4) The reactants are: C(Cl)(=O)C(Cl)=O.CS(C)=O.[CH2:11]([O:18][C:19]([NH:21][C@H:22]1[CH2:26][CH2:25][N:24]([C@H:27]2[CH2:32][CH2:31][C@@H:30]([NH:33][C:34](=[O:40])[O:35][C:36]([CH3:39])([CH3:38])[CH3:37])[CH2:29][C@H:28]2[CH2:41][OH:42])[C:23]1=[O:43])=[O:20])[C:12]1[CH:17]=[CH:16][CH:15]=[CH:14][CH:13]=1.C(N(CC)CC)C. Given the product [CH2:11]([O:18][C:19]([NH:21][C@H:22]1[CH2:26][CH2:25][N:24]([C@H:27]2[CH2:32][CH2:31][C@@H:30]([NH:33][C:34](=[O:40])[O:35][C:36]([CH3:38])([CH3:39])[CH3:37])[CH2:29][CH:28]2[CH:41]=[O:42])[C:23]1=[O:43])=[O:20])[C:12]1[CH:17]=[CH:16][CH:15]=[CH:14][CH:13]=1, predict the reactants needed to synthesize it. (5) The reactants are: [F:1][C:2]1[CH:22]=[C:21]([F:23])[CH:20]=[CH:19][C:3]=1[O:4][C:5]1[C:14]([O:15][CH3:16])=[CH:13][CH:12]=[C:11]2[C:6]=1[CH:7]=[CH:8][C:9](SC)=[N:10]2.O[O:25][S:26]([O-:28])=O.[K+].[CH3:30]O. Given the product [F:1][C:2]1[CH:22]=[C:21]([F:23])[CH:20]=[CH:19][C:3]=1[O:4][C:5]1[C:14]([O:15][CH3:16])=[CH:13][CH:12]=[C:11]2[C:6]=1[CH:7]=[CH:8][C:9]([S:26]([CH3:30])(=[O:28])=[O:25])=[N:10]2, predict the reactants needed to synthesize it.